From a dataset of Full USPTO retrosynthesis dataset with 1.9M reactions from patents (1976-2016). Predict the reactants needed to synthesize the given product. (1) Given the product [C:1](=[S:2])([O:20][CH2:13][C:14]1[CH:19]=[CH:18][CH:17]=[CH:16][CH:15]=1)[NH2:8], predict the reactants needed to synthesize it. The reactants are: [C:1]([N:8]1C=CN=C1)(N1C=CN=C1)=[S:2].[CH2:13]([O:20]CC1C=CC=CC=1)[C:14]1[CH:19]=[CH:18][CH:17]=[CH:16][CH:15]=1.[Na].N.FC(F)(F)S(Cl)(=O)=O.C1(C)C=CC(S(Cl)(=O)=O)=CC=1. (2) Given the product [F:7][C:8]1[CH:13]=[CH:12][C:11]([O:1][C@H:2]2[CH2:6][CH2:5][NH:4][CH2:3]2)=[CH:10][CH:9]=1, predict the reactants needed to synthesize it. The reactants are: [OH:1][CH:2]1[CH2:6][CH2:5][NH:4][CH2:3]1.[F:7][C:8]1[CH:13]=[CH:12][C:11](O)=[CH:10][CH:9]=1. (3) Given the product [Cl:34][C:31]1[C:32]2[C:27](=[CH:26][CH:25]=[C:24]([CH2:23][N:20]3[CH2:21][CH2:22][C@H:18]([NH:17][S:12]([C:10]4[S:11][C:7]([C:4]5[CH:5]=[CH:6][N:1]=[CH:2][CH:3]=5)=[CH:8][CH:9]=4)(=[O:14])=[O:13])[C:19]3=[O:35])[CH:33]=2)[CH:28]=[CH:29][N:30]=1, predict the reactants needed to synthesize it. The reactants are: [N:1]1[CH:6]=[CH:5][C:4]([C:7]2[S:11][C:10]([S:12](Cl)(=[O:14])=[O:13])=[CH:9][CH:8]=2)=[CH:3][CH:2]=1.Cl.[NH2:17][C@H:18]1[CH2:22][CH2:21][N:20]([CH2:23][C:24]2[CH:33]=[C:32]3[C:27]([CH:28]=[CH:29][N:30]=[C:31]3[Cl:34])=[CH:26][CH:25]=2)[C:19]1=[O:35]. (4) Given the product [I:41][C:19]1[C:18]2[CH:17]=[CH:16][C:15]([C:9]3[CH:10]=[CH:11][CH:12]=[CH:13][CH:14]=3)([C:35]3[CH:40]=[CH:39][CH:38]=[CH:37][CH:36]=3)[CH2:23][C:22]=2[N:21]([S:24]([C:27]2[CH:28]=[CH:29][C:30]([CH3:33])=[CH:31][CH:32]=2)(=[O:26])=[O:25])[N:20]=1, predict the reactants needed to synthesize it. The reactants are: N(OCCC(C)C)=O.[C:9]1([C:15]2([C:35]3[CH:40]=[CH:39][CH:38]=[CH:37][CH:36]=3)[CH2:23][C:22]3[N:21]([S:24]([C:27]4[CH:32]=[CH:31][C:30]([CH3:33])=[CH:29][CH:28]=4)(=[O:26])=[O:25])[N:20]=[C:19](N)[C:18]=3[CH:17]=[CH:16]2)[CH:14]=[CH:13][CH:12]=[CH:11][CH:10]=1.[I:41]CI. (5) Given the product [Br:1][C:2]1[CH:7]=[C:6]([N:11]2[CH2:16][CH2:15][O:14][CH2:13][CH2:12]2)[CH:5]=[CH:4][C:3]=1[O:9][CH3:10], predict the reactants needed to synthesize it. The reactants are: [Br:1][C:2]1[CH:7]=[C:6](I)[CH:5]=[CH:4][C:3]=1[O:9][CH3:10].[NH:11]1[CH2:16][CH2:15][O:14][CH2:13][CH2:12]1.C(P(C(C)(C)C)C(C)(C)C)(C)(C)C.CC(C)([O-])C.[Na+]. (6) Given the product [CH2:1]([O:4][C:5]([C:8]1[CH:12]=[C:11]([NH:13][C:14]2[C:15]3[CH2:30][CH2:29][CH2:28][C:16]=3[N:17]=[C:18]([N:20]3[CH2:24][CH2:23][CH2:22][CH:21]3[C:25]([O:27][CH3:31])=[O:26])[N:19]=2)[NH:10][N:9]=1)([CH3:7])[CH3:6])[CH:2]=[CH2:3], predict the reactants needed to synthesize it. The reactants are: [CH2:1]([O:4][C:5]([C:8]1[CH:12]=[C:11]([NH:13][C:14]2[C:15]3[CH2:30][CH2:29][CH2:28][C:16]=3[N:17]=[C:18]([N:20]3[CH2:24][CH2:23][CH2:22][CH:21]3[C:25]([OH:27])=[O:26])[N:19]=2)[NH:10][N:9]=1)([CH3:7])[CH3:6])[CH:2]=[CH2:3].[CH3:31]N1CCOCC1.CCN=C=NCCCN(C)C.Cl.C1C=CC2N(O)N=NC=2C=1. (7) Given the product [I-:15].[C:21]([CH2:20][CH2:19][CH2:18][CH2:17][CH2:16][N+:1]1[C:11]2[C:6](=[CH:7][CH:8]=[CH:9][CH:10]=2)[C:4]([CH3:5])=[CH:3][CH:2]=1)([OH:23])=[O:22], predict the reactants needed to synthesize it. The reactants are: [N:1]1[C:11]2[C:6](=[CH:7][CH:8]=[CH:9][CH:10]=2)[C:4]([CH3:5])=[CH:3][CH:2]=1.C(#N)C.[I:15][CH2:16][CH2:17][CH2:18][CH2:19][CH2:20][C:21]([OH:23])=[O:22].